This data is from Reaction yield outcomes from USPTO patents with 853,638 reactions. The task is: Predict the reaction yield, written as a fraction of the theoretical maximum amount of product (1.0 means a 100% yield; for example, 0.34 means a 34% yield). (1) The yield is 0.770. The reactants are Cl.[C:2]([NH:6][NH2:7])([CH3:5])([CH3:4])[CH3:3].C(O[CH:11]=[C:12]([C:18]#[N:19])[C:13]([O:15][CH2:16][CH3:17])=[O:14])C.C([O-])(=O)C.[Na+]. The product is [CH2:16]([O:15][C:13]([C:12]1[CH:11]=[N:7][N:6]([C:2]([CH3:5])([CH3:4])[CH3:3])[C:18]=1[NH2:19])=[O:14])[CH3:17]. The catalyst is C(O)C. (2) The reactants are Br[C:2]1[CH:7]=[CH:6][C:5]([N:8]([C:19]2[CH:24]=[CH:23][CH:22]=[CH:21][CH:20]=2)[C:9]2[C:18]3[C:13](=[CH:14][CH:15]=[CH:16][CH:17]=3)[CH:12]=[CH:11][CH:10]=2)=[CH:4][CH:3]=1.[B:25]1([B:25]2[O:29][C:28]([CH3:31])([CH3:30])[C:27]([CH3:33])([CH3:32])[O:26]2)[O:29][C:28]([CH3:31])([CH3:30])[C:27]([CH3:33])([CH3:32])[O:26]1.C([O-])(=O)C.[K+]. The catalyst is C1C=CC(P(C2C=CC=CC=2)[C-]2C=CC=C2)=CC=1.C1C=CC(P(C2C=CC=CC=2)[C-]2C=CC=C2)=CC=1.Cl[Pd]Cl.[Fe+2].C1(C)C=CC=CC=1. The product is [C:19]1([N:8]([C:5]2[CH:6]=[CH:7][C:2]([B:25]3[O:29][C:28]([CH3:31])([CH3:30])[C:27]([CH3:33])([CH3:32])[O:26]3)=[CH:3][CH:4]=2)[C:9]2[C:18]3[C:13](=[CH:14][CH:15]=[CH:16][CH:17]=3)[CH:12]=[CH:11][CH:10]=2)[CH:24]=[CH:23][CH:22]=[CH:21][CH:20]=1. The yield is 0.970. (3) The reactants are [O:1]=[C:2]1[NH:7][C:6]([CH2:8][NH:9]C(=O)OCC2C=CC=CC=2)=[N:5][C:4]2[CH2:20][CH2:21][O:22][CH2:23][C:3]1=2. The catalyst is CO.[OH-].[Pd+2].[OH-]. The product is [NH2:9][CH2:8][C:6]1[NH:7][C:2](=[O:1])[C:3]2[CH2:23][O:22][CH2:21][CH2:20][C:4]=2[N:5]=1. The yield is 0.750. (4) The reactants are [CH2:1]([O:4][CH:5]([CH2:17][CH2:18][CH2:19][CH2:20][CH3:21])/[CH:6]=[CH:7]/[B:8]1[O:12]C(C)(C)C(C)(C)[O:9]1)[CH:2]=[CH2:3]. The catalyst is CC(C)=O.O. The product is [CH2:1]([O:4][CH:5]([CH2:17][CH2:18][CH2:19][CH2:20][CH3:21])/[CH:6]=[CH:7]/[B:8]([OH:12])[OH:9])[CH:2]=[CH2:3]. The yield is 0.860. (5) The reactants are C1(C[N:8]2[CH2:13][CH2:12][N:11](CC3C=CC=CC=3)[CH2:10][CH:9]2[C:21]2([OH:32])[CH2:24][N:23]([C:25]([O:27][C:28]([CH3:31])([CH3:30])[CH3:29])=[O:26])[CH2:22]2)C=CC=CC=1.[H][H]. The catalyst is CO.[Pd]. The product is [OH:32][C:21]1([CH:9]2[CH2:10][NH:11][CH2:12][CH2:13][NH:8]2)[CH2:22][N:23]([C:25]([O:27][C:28]([CH3:31])([CH3:30])[CH3:29])=[O:26])[CH2:24]1. The yield is 0.950. (6) The reactants are [CH2:1]([O:8][C:9]([NH:11][C@H:12]1[CH2:15][C@@H:14]([C:16]([NH:18][C@:19]23[CH2:54][CH2:53][C@@H:52]([C:55]([CH3:57])=[CH2:56])[C@@H:20]2[C@@H:21]2[C@@:34]([CH3:37])([CH2:35][CH2:36]3)[C@@:33]3([CH3:38])[C@@H:24]([C@:25]4([CH3:51])[C@@H:30]([CH2:31][CH2:32]3)[C:29]([CH3:40])([CH3:39])[C:28]([C:41]3[CH:50]=[CH:49][C:44]([C:45]([O:47]C)=[O:46])=[CH:43][CH:42]=3)=[CH:27][CH2:26]4)[CH2:23][CH2:22]2)=[O:17])[C:13]1([CH3:59])[CH3:58])=[O:10])[C:2]1[CH:7]=[CH:6][CH:5]=[CH:4][CH:3]=1.O.[OH-].[Li+]. The catalyst is C1COCC1.CO.O. The product is [CH2:1]([O:8][C:9]([NH:11][C@H:12]1[CH2:15][C@@H:14]([C:16]([NH:18][C@:19]23[CH2:54][CH2:53][C@@H:52]([C:55]([CH3:57])=[CH2:56])[C@@H:20]2[C@@H:21]2[C@@:34]([CH3:37])([CH2:35][CH2:36]3)[C@@:33]3([CH3:38])[C@@H:24]([C@:25]4([CH3:51])[C@@H:30]([CH2:31][CH2:32]3)[C:29]([CH3:40])([CH3:39])[C:28]([C:41]3[CH:50]=[CH:49][C:44]([C:45]([OH:47])=[O:46])=[CH:43][CH:42]=3)=[CH:27][CH2:26]4)[CH2:23][CH2:22]2)=[O:17])[C:13]1([CH3:59])[CH3:58])=[O:10])[C:2]1[CH:3]=[CH:4][CH:5]=[CH:6][CH:7]=1. The yield is 0.211. (7) The reactants are [Br:1][C:2]1[CH:3]=[C:4]2[C:8](=[CH:9][CH:10]=1)[NH:7][C:6](=[O:11])[CH2:5]2.[N:12]1([CH2:17][CH2:18][NH:19][C:20]([C:22]2[C:26]([CH3:27])=[C:25]([CH:28]=O)[NH:24][C:23]=2[CH3:30])=[O:21])[CH2:16][CH2:15][CH2:14][CH2:13]1. No catalyst specified. The product is [N:12]1([CH2:17][CH2:18][NH:19][C:20]([C:22]2[C:26]([CH3:27])=[C:25]([CH:28]=[C:5]3[C:4]4[C:8](=[CH:9][CH:10]=[C:2]([Br:1])[CH:3]=4)[NH:7][C:6]3=[O:11])[NH:24][C:23]=2[CH3:30])=[O:21])[CH2:16][CH2:15][CH2:14][CH2:13]1. The yield is 0.810.